This data is from Reaction yield outcomes from USPTO patents with 853,638 reactions. The task is: Predict the reaction yield, written as a fraction of the theoretical maximum amount of product (1.0 means a 100% yield; for example, 0.34 means a 34% yield). The reactants are C([O:3][C:4]([C:6]1[N:7](S(C)(=O)=O)[CH:8]=[C:9]([N:11]=[CH:12][C:13]2[CH:18]=[CH:17][CH:16]=[C:15]([F:19])[C:14]=2[F:20])[CH:10]=1)=[O:5])C.CO.CC1C=CC(S([CH2:37][N+:38]#[C-:39])(=O)=O)=CC=1.C([O-])([O-])=O.[K+].[K+]. The catalyst is COCCOC. The product is [F:20][C:14]1[C:15]([F:19])=[CH:16][CH:17]=[CH:18][C:13]=1[C:12]1[N:11]([C:9]2[CH:10]=[C:6]([C:4]([OH:3])=[O:5])[NH:7][CH:8]=2)[CH:39]=[N:38][CH:37]=1. The yield is 0.120.